This data is from Forward reaction prediction with 1.9M reactions from USPTO patents (1976-2016). The task is: Predict the product of the given reaction. (1) Given the reactants [CH2:1]([O:5][CH2:6][CH2:7][O:8][C:9]1[CH:14]=[CH:13][C:12]([C:15]2[CH:16]=[CH:17][C:18]3[NH:24][CH2:23][CH2:22][C:21]([C:25]([NH:27][C:28]4[CH:33]=[CH:32][C:31]([C@H:34]([OH:42])[C:35]5[CH:40]=[CH:39][CH:38]=[CH:37][N+:36]=5[O-:41])=[CH:30][CH:29]=4)=[O:26])=[CH:20][C:19]=3[CH:43]=2)=[CH:11][CH:10]=1)[CH2:2][CH2:3][CH3:4].[CH:44]([C:46]1[S:50][N:49]=[C:48]([CH3:51])[CH:47]=1)=O.C(O[BH-](OC(=O)C)OC(=O)C)(=O)C.[Na+].C(O)(=O)C, predict the reaction product. The product is: [CH2:1]([O:5][CH2:6][CH2:7][O:8][C:9]1[CH:10]=[CH:11][C:12]([C:15]2[CH:16]=[CH:17][C:18]3[N:24]([CH2:44][C:46]4[S:50][N:49]=[C:48]([CH3:51])[CH:47]=4)[CH2:23][CH2:22][C:21]([C:25]([NH:27][C:28]4[CH:29]=[CH:30][C:31]([C@H:34]([OH:42])[C:35]5[CH:40]=[CH:39][CH:38]=[CH:37][N+:36]=5[O-:41])=[CH:32][CH:33]=4)=[O:26])=[CH:20][C:19]=3[CH:43]=2)=[CH:13][CH:14]=1)[CH2:2][CH2:3][CH3:4]. (2) The product is: [CH3:11][C@H:10]([NH:12][C@H:13]([C:15]([O:17][CH3:18])=[O:16])[CH3:14])[CH2:9][NH:8][CH2:7][C:1]1[CH:2]=[CH:3][CH:4]=[CH:5][CH:6]=1. Given the reactants [C:1]1([CH2:7][N:8](CC2C=CC=CC=2)[CH2:9][C@@H:10]([NH:12][C@H:13]([C:15]([O:17][CH3:18])=[O:16])[CH3:14])[CH3:11])[CH:6]=[CH:5][CH:4]=[CH:3][CH:2]=1.Cl, predict the reaction product. (3) Given the reactants [F:1][C:2]1[C:3]2[O:10][C:9]([C:11](O)=[O:12])=[C:8]([NH:14][C:15]3[CH:20]=[CH:19][C:18]([I:21])=[CH:17][C:16]=3[F:22])[C:4]=2[CH:5]=[N:6][CH:7]=1.C(Cl)(=O)C(Cl)=O.[CH:29]([O:31][CH2:32][CH2:33][O:34][NH2:35])=[CH2:30].C(N(C(C)C)CC)(C)C, predict the reaction product. The product is: [CH:29]([O:31][CH2:32][CH2:33][O:34][NH:35][C:11]([C:9]1[O:10][C:3]2[C:2]([F:1])=[CH:7][N:6]=[CH:5][C:4]=2[C:8]=1[NH:14][C:15]1[CH:20]=[CH:19][C:18]([I:21])=[CH:17][C:16]=1[F:22])=[O:12])=[CH2:30]. (4) Given the reactants [CH:1]1([Mg]Cl)[CH2:6][CH2:5][CH2:4][CH2:3][CH2:2]1.I[C:10]1[C:15]2[O:16][C:17]3[CH:22]=[CH:21][CH:20]=[CH:19][C:18]=3[C:14]=2[CH:13]=[CH:12][CH:11]=1.C1(P(C2CCCCC2)C2C=CC=CC=2C2C(OC)=CC=CC=2OC)CCCCC1, predict the reaction product. The product is: [CH:1]1([C:22]2[C:17]3[O:16][C:15]4[CH:10]=[CH:11][CH:12]=[CH:13][C:14]=4[C:18]=3[CH:19]=[CH:20][CH:21]=2)[CH2:6][CH2:5][CH2:4][CH2:3][CH2:2]1. (5) Given the reactants [CH3:1][O:2][C:3]1[C:8]([NH:9][C:10](=[O:35])[C:11]2[CH:16]=[C:15]([CH2:17][C:18]3[C:19](=[O:30])[C:20]([O:28][CH3:29])=[C:21]([O:26][CH3:27])[C:22](=[O:25])[C:23]=3[CH3:24])[CH:14]=[CH:13][C:12]=2[O:31]C(=O)C)=[CH:7][CH:6]=[C:5]([O:36][CH3:37])[N:4]=1.C(=O)([O-])O.[Na+], predict the reaction product. The product is: [CH3:1][O:2][C:3]1[C:8]([NH:9][C:10](=[O:35])[C:11]2[CH:16]=[C:15]([CH2:17][C:18]3[C:19](=[O:30])[C:20]([O:28][CH3:29])=[C:21]([O:26][CH3:27])[C:22](=[O:25])[C:23]=3[CH3:24])[CH:14]=[CH:13][C:12]=2[OH:31])=[CH:7][CH:6]=[C:5]([O:36][CH3:37])[N:4]=1. (6) Given the reactants [F:1][C:2]1[C:3]([NH2:20])=[N:4][C:5]([NH:8][C:9]2[CH:14]=[CH:13][CH:12]=[C:11]([O:15][CH2:16][CH2:17][NH:18][CH3:19])[CH:10]=2)=[N:6][CH:7]=1.[ClH:21], predict the reaction product. The product is: [ClH:21].[F:1][C:2]1[C:3]([NH2:20])=[N:4][C:5]([NH:8][C:9]2[CH:14]=[CH:13][CH:12]=[C:11]([O:15][CH2:16][CH2:17][NH:18][CH3:19])[CH:10]=2)=[N:6][CH:7]=1.